Dataset: Full USPTO retrosynthesis dataset with 1.9M reactions from patents (1976-2016). Task: Predict the reactants needed to synthesize the given product. (1) Given the product [Cl:12][C:13]1[CH:14]=[C:15]([NH:16][C:5]2[N:6]=[CH:7][CH:8]=[CH:9][C:4]=2[C:3]([O:2][CH3:1])=[O:11])[CH:17]=[C:18]([O:20][CH3:21])[CH:19]=1, predict the reactants needed to synthesize it. The reactants are: [CH3:1][O:2][C:3](=[O:11])[C:4]1[CH:9]=[CH:8][CH:7]=[N:6][C:5]=1F.[Cl:12][C:13]1[CH:14]=[C:15]([CH:17]=[C:18]([O:20][CH3:21])[CH:19]=1)[NH2:16]. (2) Given the product [Cl:7][C:8]1[CH:16]=[C:15]2[C:11]([C:12]([CH2:27][CH:28]([CH3:30])[CH3:29])=[CH:13][N:14]2[C:17]2[S:18][CH:19]=[C:20]([CH2:22][OH:23])[N:21]=2)=[CH:10][CH:9]=1, predict the reactants needed to synthesize it. The reactants are: [H-].[Al+3].[Li+].[H-].[H-].[H-].[Cl:7][C:8]1[CH:16]=[C:15]2[C:11]([C:12]([CH2:27][CH:28]([CH3:30])[CH3:29])=[CH:13][N:14]2[C:17]2[S:18][CH:19]=[C:20]([C:22](OCC)=[O:23])[N:21]=2)=[CH:10][CH:9]=1.[OH-].[Na+].CCOCC. (3) Given the product [Br:1][C:2]1[C:3]([F:9])=[C:4]2[C:5](=[CH:6][CH:7]=1)[N:8]=[CH:18][CH:13]=[CH:14]2, predict the reactants needed to synthesize it. The reactants are: [Br:1][C:2]1[CH:7]=[CH:6][C:5]([NH2:8])=[CH:4][C:3]=1[F:9].[N+]([C:13]1[CH:18]=CC=C[CH:14]=1)([O-])=O.S(=O)(=O)(O)O. (4) Given the product [N:13]12[CH2:16][C:9]([C:6]3[C:5]([C:17]#[N:18])=[N:4][CH:3]=[CH:8][CH:7]=3)([CH2:15][CH2:14]1)[CH2:10][CH2:11][CH2:12]2, predict the reactants needed to synthesize it. The reactants are: Br.Br[C:3]1[CH:8]=[CH:7][C:6]([C:9]23[CH2:16][N:13]([CH2:14][CH2:15]2)[CH2:12][CH2:11][CH2:10]3)=[CH:5][N:4]=1.[C-:17]#[N:18].[K+].C(=O)([O-])[O-].[Na+].[Na+].